This data is from Forward reaction prediction with 1.9M reactions from USPTO patents (1976-2016). The task is: Predict the product of the given reaction. Given the reactants [C:1]([C:3]1[CH:17]=[CH:16][C:6]([O:7][CH2:8][C:9]([O:11][C:12]([CH3:15])([CH3:14])[CH3:13])=[O:10])=[C:5]([F:18])[CH:4]=1)#[N:2].[NH2:19][OH:20], predict the reaction product. The product is: [NH2:2][C:1](=[N:19][OH:20])[C:3]1[CH:17]=[CH:16][C:6]([O:7][CH2:8][C:9]([O:11][C:12]([CH3:13])([CH3:14])[CH3:15])=[O:10])=[C:5]([F:18])[CH:4]=1.